From a dataset of Forward reaction prediction with 1.9M reactions from USPTO patents (1976-2016). Predict the product of the given reaction. (1) Given the reactants [CH3:1][O:2][C:3]([CH:5]1[CH2:11][CH2:10][CH2:9][CH2:8][CH2:7][CH:6]1[NH2:12])=[O:4].Cl[C:14](OC1C=CC([N+]([O-])=O)=CC=1)=[O:15].C(N(C(C)C)CC)(C)C.[Cl:35][C:36]1[CH:45]=[C:44]2[C:39]([C:40]([N:47]3[CH2:52][CH2:51][NH:50][CH2:49][CH2:48]3)=[CH:41][C:42]([NH2:46])=[N:43]2)=[CH:38][CH:37]=1, predict the reaction product. The product is: [NH2:46][C:42]1[CH:41]=[C:40]([N:47]2[CH2:52][CH2:51][N:50]([C:14]([NH:12][CH:6]3[CH2:7][CH2:8][CH2:9][CH2:10][CH2:11][CH:5]3[C:3]([O:2][CH3:1])=[O:4])=[O:15])[CH2:49][CH2:48]2)[C:39]2[C:44](=[CH:45][C:36]([Cl:35])=[CH:37][CH:38]=2)[N:43]=1. (2) Given the reactants [Br:1][C:2]1[C:3]([O:15][CH3:16])=[C:4]([C:10]([CH2:13]Br)=[CH:11][CH:12]=1)[C:5]([O:7]CC)=O.[CH3:17][N:18]1[CH:22]=[C:21]([C:23]2[CH:28]=[CH:27][C:26]([CH2:29][NH2:30])=[CH:25][CH:24]=2)[CH:20]=[N:19]1.C(=O)([O-])[O-].[K+].[K+].O, predict the reaction product. The product is: [Br:1][C:2]1[C:3]([O:15][CH3:16])=[C:4]2[C:10]([CH2:13][N:30]([CH2:29][C:26]3[CH:25]=[CH:24][C:23]([C:21]4[CH:20]=[N:19][N:18]([CH3:17])[CH:22]=4)=[CH:28][CH:27]=3)[C:5]2=[O:7])=[CH:11][CH:12]=1. (3) The product is: [CH3:31][C:22]1[CH:27]=[CH:26][CH:25]=[CH:24][C:23]=1[C:28]([NH:1][C:2]1[C:11]2[C:6](=[CH:7][CH:8]=[CH:9][CH:10]=2)[CH:5]=[CH:4][C:3]=1[C:12]([OH:21])([C:13]([F:14])([F:15])[F:16])[C:17]([F:18])([F:19])[F:20])=[O:29]. Given the reactants [NH2:1][C:2]1[C:11]2[C:6](=[CH:7][CH:8]=[CH:9][CH:10]=2)[CH:5]=[CH:4][C:3]=1[C:12]([OH:21])([C:17]([F:20])([F:19])[F:18])[C:13]([F:16])([F:15])[F:14].[C:22]1([CH3:31])[C:23]([C:28](Cl)=[O:29])=[CH:24][CH:25]=[CH:26][CH:27]=1, predict the reaction product. (4) Given the reactants Cl.C(N=C=NCCCN(C)C)C.Cl.[Cl:14][C:15]1[CH:16]=[N:17][CH:18]=[C:19]([Cl:34])[C:20]=1[CH2:21][CH:22]([C:24]1[CH:29]=[CH:28][C:27]([O:30][CH3:31])=[C:26]([O:32][CH3:33])[CH:25]=1)[OH:23].[CH2:35]([C:39]1[CH:44]=[CH:43][C:42]([C@H:45]([CH3:49])[C:46](O)=[O:47])=[CH:41][CH:40]=1)[CH:36]([CH3:38])[CH3:37].[NH4+].[Cl-], predict the reaction product. The product is: [Cl:34][C:19]1[CH:18]=[N:17][CH:16]=[C:15]([Cl:14])[C:20]=1[CH2:21][CH:22]([O:23][C:46](=[O:47])[C@H:45]([C:42]1[CH:43]=[CH:44][C:39]([CH2:35][CH:36]([CH3:38])[CH3:37])=[CH:40][CH:41]=1)[CH3:49])[C:24]1[CH:29]=[CH:28][C:27]([O:30][CH3:31])=[C:26]([O:32][CH3:33])[CH:25]=1. (5) Given the reactants [Cl-].[NH4+].[CH3:3][C:4]1[CH:5]=[C:6]([C:21]2[CH:22]=[CH:23][C:24]([O:27][C:28]3[CH:36]=[CH:35][C:31]([C:32]([OH:34])=O)=[CH:30][CH:29]=3)=[N:25][CH:26]=2)[CH:7]=[C:8]([NH:10][C:11]2[N:16]=[C:15]([C:17]([F:20])([F:19])[F:18])[CH:14]=[CH:13][N:12]=2)[CH:9]=1.C(Cl)CCl.C1C=CC2N(O)N=[N:47]C=2C=1.C(N(C(C)C)CC)(C)C, predict the reaction product. The product is: [CH3:3][C:4]1[CH:5]=[C:6]([C:21]2[CH:22]=[CH:23][C:24]([O:27][C:28]3[CH:36]=[CH:35][C:31]([C:32]([NH2:47])=[O:34])=[CH:30][CH:29]=3)=[N:25][CH:26]=2)[CH:7]=[C:8]([NH:10][C:11]2[N:16]=[C:15]([C:17]([F:20])([F:18])[F:19])[CH:14]=[CH:13][N:12]=2)[CH:9]=1.